This data is from Forward reaction prediction with 1.9M reactions from USPTO patents (1976-2016). The task is: Predict the product of the given reaction. (1) Given the reactants I[C:2]1[CH:7]=[CH:6][C:5]([C:8]2[CH2:13][CH2:12][CH2:11][CH:10]([N:14]3[CH2:18][CH2:17][CH2:16][C@H:15]3[CH2:19][OH:20])[CH:9]=2)=[CH:4][CH:3]=1.[Cl:21][C:22]1[CH:27]=[CH:26][C:25]([C:28]2[CH:29]=[CH:30][C:31]([C:34]#[CH:35])=[N:32][CH:33]=2)=[CH:24][CH:23]=1.C(Cl)Cl.CO.N, predict the reaction product. The product is: [Cl:21][C:22]1[CH:23]=[CH:24][C:25]([C:28]2[CH:29]=[CH:30][C:31]([C:34]#[C:35][C:2]3[CH:7]=[CH:6][C:5]([C:8]4[CH2:13][CH2:12][CH2:11][CH:10]([N:14]5[CH2:18][CH2:17][CH2:16][C@H:15]5[CH2:19][OH:20])[CH:9]=4)=[CH:4][CH:3]=3)=[N:32][CH:33]=2)=[CH:26][CH:27]=1. (2) Given the reactants C([O:3][C:4](=[O:33])[CH2:5][NH:6][C:7]([C:9]1[C:14](=[O:15])[N:13]([CH2:16][C:17]2[CH:22]=[CH:21][CH:20]=[CH:19][C:18]=2[C:23]([F:26])([F:25])[F:24])[C:12]([OH:27])=[C:11]([C:28]([O:30]C)=O)[C:10]=1[OH:32])=[O:8])C.[NH2:34][CH2:35][C:36]1[CH:41]=[CH:40][N:39]=[CH:38][CH:37]=1, predict the reaction product. The product is: [OH:32][C:10]1[C:11]([C:28]([NH:34][CH2:35][C:36]2[CH:41]=[CH:40][N:39]=[CH:38][CH:37]=2)=[O:30])=[C:12]([OH:27])[N:13]([CH2:16][C:17]2[CH:22]=[CH:21][CH:20]=[CH:19][C:18]=2[C:23]([F:25])([F:24])[F:26])[C:14](=[O:15])[C:9]=1[C:7]([NH:6][CH2:5][C:4]([OH:3])=[O:33])=[O:8]. (3) Given the reactants [C:1]1([C:7](=[N:14][CH2:15][C:16]([O:18][CH2:19][CH3:20])=[O:17])[C:8]2[CH:13]=[CH:12][CH:11]=[CH:10][CH:9]=2)[CH:6]=[CH:5][CH:4]=[CH:3][CH:2]=1.[OH-].[Na+].[F:23][C:24]([F:33])([F:32])/[CH:25]=[CH:26]/[C:27]([O:29][CH2:30][CH3:31])=[O:28], predict the reaction product. The product is: [C:1]1([C:7](=[N:14][CH:15]([CH:25]([C:24]([F:23])([F:32])[F:33])[CH2:26][C:27]([O:29][CH2:30][CH3:31])=[O:28])[C:16]([O:18][CH2:19][CH3:20])=[O:17])[C:8]2[CH:9]=[CH:10][CH:11]=[CH:12][CH:13]=2)[CH:2]=[CH:3][CH:4]=[CH:5][CH:6]=1. (4) Given the reactants [C:1]1([CH2:7][OH:8])[CH:6]=[CH:5][CH:4]=[CH:3][CH:2]=1.[H-].[Na+].Br[C:12]1[CH:17]=[CH:16][C:15]([Br:18])=[CH:14][N:13]=1, predict the reaction product. The product is: [CH2:7]([O:8][C:12]1[CH:17]=[CH:16][C:15]([Br:18])=[CH:14][N:13]=1)[C:1]1[CH:6]=[CH:5][CH:4]=[CH:3][CH:2]=1. (5) Given the reactants [ClH:1].CCOCC.C(OC(=O)[NH:13][CH2:14][C:15]1[CH:20]=[CH:19][C:18]([C:21]([F:24])([F:23])[F:22])=[C:17]([C:25]2[CH2:26][CH2:27][N:28]([C:31]([C:33]3[C:41]4[C:36](=[C:37]([CH3:42])[CH:38]=[CH:39][CH:40]=4)[N:35]([CH2:43][CH2:44][O:45][CH3:46])[CH:34]=3)=[O:32])[CH2:29][CH:30]=2)[CH:16]=1)(C)(C)C, predict the reaction product. The product is: [ClH:1].[NH2:13][CH2:14][C:15]1[CH:20]=[CH:19][C:18]([C:21]([F:23])([F:24])[F:22])=[C:17]([CH:25]2[CH2:30][CH2:29][N:28]([C:31]([C:33]3[C:41]4[C:36](=[C:37]([CH3:42])[CH:38]=[CH:39][CH:40]=4)[N:35]([CH2:43][CH2:44][O:45][CH3:46])[CH:34]=3)=[O:32])[CH2:27][CH2:26]2)[CH:16]=1.